From a dataset of Full USPTO retrosynthesis dataset with 1.9M reactions from patents (1976-2016). Predict the reactants needed to synthesize the given product. (1) Given the product [Cl-:1].[C:31]1([P+:17]([C:11]2[CH:12]=[CH:13][CH:14]=[CH:15][CH:16]=2)([C:25]2[CH:30]=[CH:29][CH:28]=[CH:27][CH:26]=2)[CH2:2][C:3]2[CH:8]=[N:7][C:6]([CH3:9])=[CH:5][CH:4]=2)[CH:32]=[CH:33][CH:34]=[CH:35][CH:36]=1, predict the reactants needed to synthesize it. The reactants are: [Cl:1][CH2:2][C:3]1[CH:4]=[CH:5][C:6]([CH3:9])=[N:7][CH:8]=1.[Cl-].[C:11]1([P+:17]([C:31]2[CH:36]=[CH:35][CH:34]=[CH:33][CH:32]=2)([C:25]2[CH:30]=[CH:29][CH:28]=[CH:27][CH:26]=2)CC2C=NC=CC=2)[CH:16]=[CH:15][CH:14]=[CH:13][CH:12]=1. (2) Given the product [CH2:1]([O:3][C:4]1[CH:9]=[C:8]2[C:7]([CH2:10][C@H:11]([N:15]3[C:23](=[O:24])[C:22]4[C:17](=[CH:18][CH:19]=[CH:20][CH:21]=4)[C:16]3=[O:25])[C:12]2=[O:14])=[CH:6][CH:5]=1)[CH3:2], predict the reactants needed to synthesize it. The reactants are: [CH2:1]([O:3][C:4]1[CH:9]=[CH:8][C:7]([CH2:10][C@H:11]([N:15]2[C:23](=[O:24])[C:22]3[C:17](=[CH:18][CH:19]=[CH:20][CH:21]=3)[C:16]2=[O:25])[C:12]([OH:14])=O)=[CH:6][CH:5]=1)[CH3:2].FC(F)(F)C(OC(=O)C(F)(F)F)=O.